Task: Predict which catalyst facilitates the given reaction.. Dataset: Catalyst prediction with 721,799 reactions and 888 catalyst types from USPTO (1) Reactant: [OH:1][N:2]=[C:3]([C:5]1[NH:6][CH:7]=[C:8]([CH3:10])[CH:9]=1)[NH2:4].[F:11][C:12]1[CH:13]=[CH:14][C:15]2[C:21](=[O:22])[N:20]3[CH2:23][C@H:24]([C:27](Cl)=O)[CH2:25][CH2:26][C@H:19]3[CH2:18][CH2:17][C:16]=2[N:30]=1.C([O-])(O)=O.[Na+]. Product: [F:11][C:12]1[CH:13]=[CH:14][C:15]2[C:21](=[O:22])[N:20]3[CH2:23][C@@H:24]([C:27]4[O:1][N:2]=[C:3]([C:5]5[NH:6][CH:7]=[C:8]([CH3:10])[CH:9]=5)[N:4]=4)[CH2:25][CH2:26][C@H:19]3[CH2:18][CH2:17][C:16]=2[N:30]=1. The catalyst class is: 76. (2) Reactant: [OH-].[Na+].[CH2:3]([NH:10][C:11](=[O:38])[N:12]([C:14]1[CH:15]=[C:16]([C:20]2[CH:25]=[CH:24][C:23]([CH2:26][CH2:27][C:28]([O:30]C)=[O:29])=[CH:22][C:21]=2[O:32][CH2:33][CH2:34][CH2:35][CH2:36][CH3:37])[CH:17]=[CH:18][CH:19]=1)[CH3:13])[CH2:4][CH2:5][CH2:6][CH2:7][CH2:8][CH3:9]. Product: [CH2:3]([NH:10][C:11](=[O:38])[N:12]([C:14]1[CH:15]=[C:16]([C:20]2[CH:25]=[CH:24][C:23]([CH2:26][CH2:27][C:28]([OH:30])=[O:29])=[CH:22][C:21]=2[O:32][CH2:33][CH2:34][CH2:35][CH2:36][CH3:37])[CH:17]=[CH:18][CH:19]=1)[CH3:13])[CH2:4][CH2:5][CH2:6][CH2:7][CH2:8][CH3:9]. The catalyst class is: 83. (3) Reactant: [Cl:1][C:2]1[CH:7]=[CH:6][CH:5]=[C:4]([Cl:8])[C:3]=1[C:9]1[C:13]([CH2:14][O:15][C:16]2[CH:17]=[C:18]3[C:22](=[CH:23][CH:24]=2)[N:21]([C:25]([N:27]2[CH2:31][CH2:30][C@@H:29]([C:32]([O:34]C)=[O:33])[CH2:28]2)=[O:26])[CH:20]=[CH:19]3)=[C:12]([CH:36]([CH3:38])[CH3:37])[O:11][N:10]=1.[OH-].[Na+]. Product: [Cl:8][C:4]1[CH:5]=[CH:6][CH:7]=[C:2]([Cl:1])[C:3]=1[C:9]1[C:13]([CH2:14][O:15][C:16]2[CH:17]=[C:18]3[C:22](=[CH:23][CH:24]=2)[N:21]([C:25]([N:27]2[CH2:31][CH2:30][C@@H:29]([C:32]([OH:34])=[O:33])[CH2:28]2)=[O:26])[CH:20]=[CH:19]3)=[C:12]([CH:36]([CH3:38])[CH3:37])[O:11][N:10]=1. The catalyst class is: 83. (4) Reactant: [CH:1]([CH:19]1[CH2:24][C:23](=[O:25])O[C:20]1=[O:21])=[CH:2][CH2:3][CH2:4][CH2:5][CH2:6][CH2:7][CH2:8][CH2:9][CH2:10][CH2:11][CH2:12][CH2:13][CH2:14][CH2:15][CH2:16][CH2:17][CH3:18].[CH3:26][NH:27][NH2:28].[NH2:29][NH2:30]. Product: [CH3:26][N:27]([C:20](=[O:21])[CH:19]([CH:1]=[CH:2][CH2:3][CH2:4][CH2:5][CH2:6][CH2:7][CH2:8][CH2:9][CH2:10][CH2:11][CH2:12][CH2:13][CH2:14][CH2:15][CH2:16][CH2:17][CH3:18])[CH2:24][C:23]([NH:29][NH2:30])=[O:25])[NH2:28]. The catalyst class is: 226. (5) Reactant: [I:1][C:2]1[CH:3]=[C:4]2[C:9](=[CH:10][CH:11]=1)[N:8]([CH3:12])[C:7](=[O:13])[NH:6][C:5]2=[O:14].C(=O)([O-])[O-].[Cs+].[Cs+].[Br:21][C:22]1[CH:29]=[CH:28][C:25]([CH2:26]Br)=[CH:24][CH:23]=1.O. Product: [Br:21][C:22]1[CH:29]=[CH:28][C:25]([CH2:26][N:6]2[C:5](=[O:14])[C:4]3[C:9](=[CH:10][CH:11]=[C:2]([I:1])[CH:3]=3)[N:8]([CH3:12])[C:7]2=[O:13])=[CH:24][CH:23]=1. The catalyst class is: 9. (6) Reactant: C(OC([N:6]1[C:34]2[C:29](=[CH:30][CH:31]=[C:32]([Cl:35])[CH:33]=2)[C:8]2([CH:13]([C:14]3[CH:19]=[CH:18][C:17]([Cl:20])=[CH:16][CH:15]=3)[CH2:12][C:11](=[O:21])[NH:10][CH:9]2[C:22]2[CH:27]=[CH:26][CH:25]=[C:24]([Cl:28])[CH:23]=2)[C:7]1=[O:36])=O)C.[OH-].[Na+]. Product: [Cl:35][C:32]1[CH:33]=[C:34]2[NH:6][C:7](=[O:36])[C:8]3([CH:13]([C:14]4[CH:15]=[CH:16][C:17]([Cl:20])=[CH:18][CH:19]=4)[CH2:12][C:11](=[O:21])[NH:10][CH:9]3[C:22]3[CH:27]=[CH:26][CH:25]=[C:24]([Cl:28])[CH:23]=3)[C:29]2=[CH:30][CH:31]=1. The catalyst class is: 5. (7) Reactant: [H-].[Na+].[CH:3]1([OH:9])[CH2:8][CH2:7][CH2:6][CH2:5][CH2:4]1.Br[CH2:11][C:12]([O:14]CC)=[O:13].O. Product: [CH:3]1([O:9][CH2:11][C:12]([OH:14])=[O:13])[CH2:8][CH2:7][CH2:6][CH2:5][CH2:4]1. The catalyst class is: 3. (8) Reactant: Br[C:2]1[CH:3]=[CH:4][C:5]([F:23])=[C:6]([CH:22]=1)[C:7]([NH:9][C:10]1[C:11]([CH3:21])=[C:12]([CH:17]=[CH:18][C:19]=1[CH3:20])[C:13]([O:15][CH3:16])=[O:14])=[O:8].[C:24]([Si:28]([CH3:38])([CH3:37])[O:29][CH2:30][CH:31]1[CH2:36][CH2:35][CH2:34][NH:33][CH2:32]1)([CH3:27])([CH3:26])[CH3:25].C([O-])([O-])=O.[Cs+].[Cs+].COC1C=CC=C(OC)C=1C1C=CC=CC=1P(C1CCCCC1)C1CCCCC1. Product: [Si:28]([O:29][CH2:30][CH:31]1[CH2:36][CH2:35][CH2:34][N:33]([C:2]2[CH:3]=[CH:4][C:5]([F:23])=[C:6]([CH:22]=2)[C:7]([NH:9][C:10]2[C:11]([CH3:21])=[C:12]([CH:17]=[CH:18][C:19]=2[CH3:20])[C:13]([O:15][CH3:16])=[O:14])=[O:8])[CH2:32]1)([C:24]([CH3:27])([CH3:26])[CH3:25])([CH3:38])[CH3:37]. The catalyst class is: 62.